This data is from Forward reaction prediction with 1.9M reactions from USPTO patents (1976-2016). The task is: Predict the product of the given reaction. (1) Given the reactants CC[C:3]([NH:5][CH2:6][C:7]1[CH:12]=[C:11]([C:13](=O)[CH3:14])[CH:10]=[CH:9][C:8]=1[Cl:16])=[O:4].[NH2:17][OH:18].[CH2:19]([OH:21])C, predict the reaction product. The product is: [Cl:16][C:8]1[CH:9]=[CH:10][C:11]([C:13](=[N:17][OH:18])[CH3:14])=[CH:12][C:7]=1[CH2:6][NH:5][C:3](=[O:4])[O:21][CH3:19]. (2) Given the reactants [CH:1]1([C:4]2[S:8][CH:7]=[N:6][C:5]=2[CH2:9][N:10]2[C:15]3[N:16]=[C:17]([S:20][CH3:21])[N:18]=[CH:19][C:14]=3[CH:13]=[CH:12][C:11]2=[O:22])[CH2:3][CH2:2]1.ClC1C=CC=C(C(OO)=[O:31])C=1, predict the reaction product. The product is: [CH:1]1([C:4]2[S:8][CH:7]=[N:6][C:5]=2[CH2:9][N:10]2[C:15]3[N:16]=[C:17]([S:20]([CH3:21])=[O:31])[N:18]=[CH:19][C:14]=3[CH:13]=[CH:12][C:11]2=[O:22])[CH2:2][CH2:3]1. (3) Given the reactants [CH:1]1([CH2:7][CH2:8][CH2:9][C@@H:10]([C:19]([NH:21][CH:22]([C:26]([O:28][CH3:29])=[O:27])[CH:23]([OH:25])[CH3:24])=[O:20])[CH2:11][C:12]([O:14][C:15]([CH3:18])([CH3:17])[CH3:16])=[O:13])[CH2:6][CH2:5][CH2:4][CH2:3][CH2:2]1.CC(OI1(OC(C)=O)(OC(C)=O)OC(=O)C2C=CC=CC1=2)=O.S([O-])([O-])(=O)=S.[Na+].[Na+].C(=O)([O-])O.[Na+], predict the reaction product. The product is: [CH:1]1([CH2:7][CH2:8][CH2:9][C@@H:10]([C:19]([NH:21][CH:22]([C:26]([O:28][CH3:29])=[O:27])[C:23](=[O:25])[CH3:24])=[O:20])[CH2:11][C:12]([O:14][C:15]([CH3:16])([CH3:17])[CH3:18])=[O:13])[CH2:6][CH2:5][CH2:4][CH2:3][CH2:2]1.